This data is from Full USPTO retrosynthesis dataset with 1.9M reactions from patents (1976-2016). The task is: Predict the reactants needed to synthesize the given product. Given the product [CH3:1][C:2]1[S:6][C:5]([C@@H:7]2[CH2:12][CH2:11][C@@H:10]([CH3:13])[N:9]([C:59](=[O:60])[C:58]3[CH:62]=[CH:63][CH:64]=[CH:65][C:57]=3[C:52]3[N:51]=[CH:56][CH:55]=[CH:54][N:53]=3)[CH2:8]2)=[N:4][C:3]=1[C:14]([O:16][CH3:17])=[O:15], predict the reactants needed to synthesize it. The reactants are: [CH3:1][C:2]1[S:6][C:5]([C@@H:7]2[CH2:12][CH2:11][C@@H:10]([CH3:13])[NH:9][CH2:8]2)=[N:4][C:3]=1[C:14]([O:16][CH3:17])=[O:15].CN(C(ON1N=NC2C=CC=NC1=2)=[N+](C)C)C.F[P-](F)(F)(F)(F)F.CCN(C(C)C)C(C)C.[N:51]1[CH:56]=[CH:55][CH:54]=[N:53][C:52]=1[C:57]1[CH:65]=[CH:64][CH:63]=[CH:62][C:58]=1[C:59](O)=[O:60].